This data is from Catalyst prediction with 721,799 reactions and 888 catalyst types from USPTO. The task is: Predict which catalyst facilitates the given reaction. (1) Reactant: [CH3:1][O:2][C:3]1[CH:4]=[C:5]2[C:9](=[CH:10][CH:11]=1)[NH:8][CH2:7][CH2:6]2.[H-].[Na+].Br[CH2:15][CH2:16][C:17]1[CH:22]=[CH:21][CH:20]=[CH:19][CH:18]=1. Product: [CH3:1][O:2][C:3]1[CH:4]=[C:5]2[C:9](=[CH:10][CH:11]=1)[N:8]([CH2:15][CH2:16][C:17]1[CH:22]=[CH:21][CH:20]=[CH:19][CH:18]=1)[CH:7]=[CH:6]2. The catalyst class is: 9. (2) The catalyst class is: 4. Reactant: [CH:1](Br)([C:8]1[CH:13]=[CH:12][CH:11]=[CH:10][CH:9]=1)[C:2]1[CH:7]=[CH:6][CH:5]=[CH:4][CH:3]=1.[CH3:15][C@H:16]1[CH2:21][NH:20][CH2:19][C@@H:18]([CH3:22])[NH:17]1.C(N(C(C)C)CC)(C)C. Product: [CH:1]([N:20]1[CH2:19][C@H:18]([CH3:22])[NH:17][C@H:16]([CH3:15])[CH2:21]1)([C:8]1[CH:13]=[CH:12][CH:11]=[CH:10][CH:9]=1)[C:2]1[CH:7]=[CH:6][CH:5]=[CH:4][CH:3]=1. (3) Reactant: [F:1][C:2]1[C:7]([O:8][CH3:9])=[CH:6][C:5]([O:10][CH3:11])=[C:4]([F:12])[C:3]=1[N:13]1[CH2:18][C:17]2[CH:19]=[N:20][C:21]3[N:25](CC4C=CC(OC)=CC=4)[N:24]=[CH:23][C:22]=3[C:16]=2[N:15]([CH3:35])[C:14]1=[O:36]. Product: [F:12][C:4]1[C:5]([O:10][CH3:11])=[CH:6][C:7]([O:8][CH3:9])=[C:2]([F:1])[C:3]=1[N:13]1[CH2:18][C:17]2[CH:19]=[N:20][C:21]3[NH:25][N:24]=[CH:23][C:22]=3[C:16]=2[N:15]([CH3:35])[C:14]1=[O:36]. The catalyst class is: 67. (4) Reactant: [CH3:1][C:2]([CH3:29])([CH3:28])[C:3]([O:5][CH2:6][C:7]1[CH:12]=[CH:11][C:10]([C:13]2[CH:18]=[C:17]([O:19][CH3:20])[CH:16]=[CH:15][C:14]=2[F:21])=[C:9]([C:22]([NH:24][CH:25]([CH3:27])[CH3:26])=O)[CH:8]=1)=[O:4].COC1C=CC(P2(=S)SP(=S)(C3C=CC(OC)=CC=3)S2)=CC=1.O.[CH:53]([NH:55][NH2:56])=O. Product: [CH3:29][C:2]([CH3:1])([CH3:28])[C:3]([O:5][CH2:6][C:7]1[CH:12]=[CH:11][C:10]([C:13]2[CH:18]=[C:17]([O:19][CH3:20])[CH:16]=[CH:15][C:14]=2[F:21])=[C:9]([C:22]2[N:24]([CH:25]([CH3:26])[CH3:27])[CH:53]=[N:55][N:56]=2)[CH:8]=1)=[O:4]. The catalyst class is: 11.